Dataset: Rat liver microsome stability data. Task: Regression/Classification. Given a drug SMILES string, predict its absorption, distribution, metabolism, or excretion properties. Task type varies by dataset: regression for continuous measurements (e.g., permeability, clearance, half-life) or binary classification for categorical outcomes (e.g., BBB penetration, CYP inhibition). Dataset: rlm. (1) The compound is Cc1ccc(S(=O)(=O)Nc2ccccc2C(=O)Nc2nc(-c3ccccc3)c(Br)s2)cc1. The result is 1 (stable in rat liver microsomes). (2) The drug is N#Cc1ccccc1Cn1c(N2CCC[C@@H](N)C2)ncc(/C=C/c2ccccc2)c1=O. The result is 0 (unstable in rat liver microsomes).